Dataset: Peptide-MHC class II binding affinity with 134,281 pairs from IEDB. Task: Regression. Given a peptide amino acid sequence and an MHC pseudo amino acid sequence, predict their binding affinity value. This is MHC class II binding data. The peptide sequence is EPGHLAPTGMFVAGA. The MHC is DRB1_1602 with pseudo-sequence DRB1_1602. The binding affinity (normalized) is 0.374.